From a dataset of Reaction yield outcomes from USPTO patents with 853,638 reactions. Predict the reaction yield, written as a fraction of the theoretical maximum amount of product (1.0 means a 100% yield; for example, 0.34 means a 34% yield). The reactants are [NH2:1][C:2]1[NH:6][N:5]=[C:4]([NH:7][C:8]2[CH:13]=[CH:12][CH:11]=[C:10]([Cl:14])[CH:9]=2)[C:3]=1[C:15]([NH2:17])=[O:16].[N:18]1[CH:23]=[CH:22][CH:21]=[N:20][C:19]=1[O:24][C:25]1[CH:32]=[CH:31][C:28]([CH:29]=O)=[CH:27][CH:26]=1.CO.[BH4-].[Na+]. The catalyst is CCO.N1CCCCC1. The product is [Cl:14][C:10]1[CH:9]=[C:8]([NH:7][C:4]2[C:3]([C:15]([NH2:17])=[O:16])=[C:2]([NH:1][CH2:29][C:28]3[CH:27]=[CH:26][C:25]([O:24][C:19]4[N:18]=[CH:23][CH:22]=[CH:21][N:20]=4)=[CH:32][CH:31]=3)[NH:6][N:5]=2)[CH:13]=[CH:12][CH:11]=1. The yield is 0.300.